Dataset: Full USPTO retrosynthesis dataset with 1.9M reactions from patents (1976-2016). Task: Predict the reactants needed to synthesize the given product. (1) Given the product [CH3:13][N:10]1[C:11]2[CH2:12][C:4](=[O:3])[CH2:5][CH2:6][C:7]=2[C:8]([C:14]([O:16][CH2:17][CH3:18])=[O:15])=[N:9]1, predict the reactants needed to synthesize it. The reactants are: C([O:3][C:4]1[CH2:5][CH2:6][C:7]2[C:8]([C:14]([O:16][CH2:17][CH3:18])=[O:15])=[N:9][N:10]([CH3:13])[C:11]=2[CH:12]=1)C.Cl. (2) Given the product [CH2:24]([O:17][C:4]1[CH:3]=[C:2]([OH:1])[C:15]2[C:14](=[O:16])[C:13]3[C:8]([O:7][C:6]=2[CH:5]=1)=[CH:9][CH:10]=[CH:11][CH:12]=3)[C:25]1[CH:30]=[CH:29][CH:28]=[CH:27][CH:26]=1, predict the reactants needed to synthesize it. The reactants are: [OH:1][C:2]1[C:15]2[C:14](=[O:16])[C:13]3[C:8](=[CH:9][CH:10]=[CH:11][CH:12]=3)[O:7][C:6]=2[CH:5]=[C:4]([OH:17])[CH:3]=1.C([O-])([O-])=O.[K+].[K+].[CH2:24](Br)[C:25]1[CH:30]=[CH:29][CH:28]=[CH:27][CH:26]=1.Cl. (3) Given the product [C:8]([C:10]1[CH:11]=[C:12]([CH:35]=[CH:36][C:37]=1[O:38][CH:39]([CH3:41])[CH3:40])[CH2:13][O:14][C:15]1[CH:23]=[CH:22][C:21]2[N:20]3[CH2:24][CH2:25][CH:26]([CH2:27][C:28]([OH:30])=[O:29])[C:19]3=[CH:18][C:17]=2[CH:16]=1)#[N:9], predict the reactants needed to synthesize it. The reactants are: NC(CS)C(O)=O.[C:8]([C:10]1[CH:11]=[C:12]([CH:35]=[CH:36][C:37]=1[O:38][CH:39]([CH3:41])[CH3:40])[CH2:13][O:14][C:15]1[CH:23]=[CH:22][C:21]2[N:20]3[CH2:24][CH2:25][CH:26]([CH2:27][C:28]([O:30]C(C)(C)C)=[O:29])[C:19]3=[CH:18][C:17]=2[CH:16]=1)#[N:9]. (4) Given the product [CH3:1][O:2][C:3]1[N:8]=[CH:7][C:6]([CH2:9][C:10]([NH2:11])=[O:13])=[CH:5][CH:4]=1, predict the reactants needed to synthesize it. The reactants are: [CH3:1][O:2][C:3]1[N:8]=[CH:7][C:6]([CH2:9][C:10]#[N:11])=[CH:5][CH:4]=1.C(=O)(O)[O-:13].[Na+].